This data is from Forward reaction prediction with 1.9M reactions from USPTO patents (1976-2016). The task is: Predict the product of the given reaction. (1) Given the reactants [Br:1][C:2]1[O:6][C:5]([CH:7]=[CH:8][C:9]([OH:11])=O)=[CH:4][CH:3]=1.C(N(CC)CC)C.ClC(OCC)=O.[N-:25]=[N+:26]=[N-:27].[Na+], predict the reaction product. The product is: [Br:1][C:2]1[O:6][C:5]([CH:7]=[CH:8][C:9]([N:25]=[N+:26]=[N-:27])=[O:11])=[CH:4][CH:3]=1. (2) Given the reactants [O:1]=[C:2]1[C:10]2[CH:11]=[CH:12][CH:13]=[CH:14][C:9]=2[O:8][C:4]2([CH2:7][CH2:6][CH2:5]2)[CH2:3]1.OS(O)(=O)=O.[N+:20]([O-])([OH:22])=[O:21], predict the reaction product. The product is: [N+:20]([C:12]1[CH:13]=[CH:14][C:9]2[O:8][C:4]3([CH2:7][CH2:6][CH2:5]3)[CH2:3][C:2](=[O:1])[C:10]=2[CH:11]=1)([O-:22])=[O:21]. (3) Given the reactants ClC1C(CCCl)=C(C2C=CC=C(OC)C=2)N=C(N2CCOCC2)N=1.NC1SC=CN=1.C[O:32][C:33]1[CH:34]=[C:35]([C:39]2[C:40]3[CH2:53][CH2:52][N:51]([C:54]4[S:55][CH:56]=[CH:57][N:58]=4)[C:41]=3[N:42]=[C:43]([N:45]3[CH2:50][CH2:49][O:48][CH2:47][CH2:46]3)[N:44]=2)[CH:36]=[CH:37][CH:38]=1, predict the reaction product. The product is: [N:45]1([C:43]2[N:44]=[C:39]([C:35]3[CH:34]=[C:33]([OH:32])[CH:38]=[CH:37][CH:36]=3)[C:40]3[CH2:53][CH2:52][N:51]([C:54]4[S:55][CH:56]=[CH:57][N:58]=4)[C:41]=3[N:42]=2)[CH2:50][CH2:49][O:48][CH2:47][CH2:46]1.